This data is from Forward reaction prediction with 1.9M reactions from USPTO patents (1976-2016). The task is: Predict the product of the given reaction. (1) The product is: [Cl:1][C:2]1[CH:7]=[C:6]([Cl:8])[CH:5]=[CH:4][C:3]=1[CH:9]1[C:15]2=[N:16][C:17]3[CH:22]=[CH:21][CH:20]=[C:19]([N:23]([CH2:26][CH3:27])[CH2:24][CH3:25])[C:18]=3[N:14]2[CH2:13][CH2:12][C:11](=[O:28])[N:10]1[CH3:31]. Given the reactants [Cl:1][C:2]1[CH:7]=[C:6]([Cl:8])[CH:5]=[CH:4][C:3]=1[CH:9]1[C:15]2=[N:16][C:17]3[CH:22]=[CH:21][CH:20]=[C:19]([N:23]([CH2:26][CH3:27])[CH2:24][CH3:25])[C:18]=3[N:14]2[CH2:13][CH2:12][C:11](=[O:28])[NH:10]1.[H-].[Na+].[CH3:31]I, predict the reaction product. (2) Given the reactants C(N(CC)CC)C.F[P-](F)(F)(F)(F)F.N1(O[P+](N(C)C)(N(C)C)N(C)C)C2C=CC=CC=2N=N1.[CH3:35][O:36][C:37]1[CH:38]=[C:39]([CH:43]=[CH:44][CH:45]=1)[C:40](O)=[O:41].[NH2:46][C:47]1[N:48]=[C:49]([C:56]([C:58]2[CH:63]=[CH:62][C:61]([N+:64]([O-:66])=[O:65])=[C:60]([O:67][CH3:68])[CH:59]=2)=[O:57])[N:50]2[CH:55]=[CH:54][CH:53]=[CH:52][C:51]=12, predict the reaction product. The product is: [CH3:35][O:36][C:37]1[CH:38]=[C:39]([CH:43]=[CH:44][CH:45]=1)[C:40]([NH:46][C:47]1[N:48]=[C:49]([C:56](=[O:57])[C:58]2[CH:63]=[CH:62][C:61]([N+:64]([O-:66])=[O:65])=[C:60]([O:67][CH3:68])[CH:59]=2)[N:50]2[CH:55]=[CH:54][CH:53]=[CH:52][C:51]=12)=[O:41]. (3) The product is: [CH2:16]([O:15][C:13](=[O:14])[C:12](=[CH:11][N:6]1[C:5]2[CH:23]=[CH:24][C:25]([F:28])=[C:26]([F:27])[C:4]=2[O:9][CH2:8][C@@H:7]1[CH3:10])[C:18]([O:20][CH2:21][CH3:22])=[O:19])[CH3:17]. Given the reactants [OH-].[K+].F[C:4]1[C:26]([F:27])=[C:25]([F:28])[CH:24]=[CH:23][C:5]=1[N:6]([CH:11]=[C:12]([C:18]([O:20][CH2:21][CH3:22])=[O:19])[C:13]([O:15][CH2:16][CH3:17])=[O:14])[C@@H:7]([CH3:10])[CH2:8][OH:9].C(OC=C(C(OCC)=O)C(OCC)=O)C.O, predict the reaction product. (4) Given the reactants [Cl:1][C:2]1[N:3]=[CH:4][C:5]([C:10]([O:12]C)=[O:11])=[N:6][C:7]=1[CH2:8][CH3:9].C[Si](C)(C)[O-].[K+].Cl, predict the reaction product. The product is: [Cl:1][C:2]1[N:3]=[CH:4][C:5]([C:10]([OH:12])=[O:11])=[N:6][C:7]=1[CH2:8][CH3:9]. (5) Given the reactants Cl.Cl.[Cl:3][C:4]1[CH:5]=[N:6][C:7]2[NH:8][C:9]3[CH:10]=[CH:11][CH:12]=[C:13]([CH:26]=3)[CH2:14][CH2:15][C:16]3[CH:24]=[C:20]([NH:21][C:22]=1[N:23]=2)[CH:19]=[CH:18][C:17]=3[NH2:25].[CH:27]1([C:31](Cl)=[O:32])[CH2:30][CH2:29][CH2:28]1, predict the reaction product. The product is: [ClH:3].[Cl:3][C:4]1[CH:5]=[N:6][C:7]2[NH:8][C:9]3[CH:10]=[CH:11][CH:12]=[C:13]([CH:26]=3)[CH2:14][CH2:15][C:16]3[CH:24]=[C:20]([NH:21][C:22]=1[N:23]=2)[CH:19]=[CH:18][C:17]=3[NH:25][C:31]([CH:27]1[CH2:30][CH2:29][CH2:28]1)=[O:32]. (6) The product is: [CH3:32][NH:31][C:30]([C:26]1[CH:25]=[C:24]([C:19]2[CH:20]=[CH:21][CH:22]=[CH:23][C:18]=2[C@@H:8]2[C@@H:9]([OH:17])[C@@H:10]([OH:16])[C@H:11]([OH:12])[C@@H:6]([CH2:5][OH:4])[O:7]2)[CH:29]=[CH:28][CH:27]=1)=[O:33]. Given the reactants C([O:4][CH2:5][C@@H:6]1[C@@H:11]([O:12]C(=O)C)[C@H:10]([OH:16])[C@H:9]([OH:17])[C@@H:8]([C:18]2[CH:23]=[CH:22][CH:21]=[CH:20][C:19]=2[C:24]2[CH:29]=[CH:28][CH:27]=[C:26]([C:30](=[O:33])[NH:31][CH3:32])[CH:25]=2)[O:7]1)(=O)C.CO[Na].CO, predict the reaction product.